From a dataset of Catalyst prediction with 721,799 reactions and 888 catalyst types from USPTO. Predict which catalyst facilitates the given reaction. (1) Reactant: C(O[C:4](=[O:21])[C:5]([C:19]#[N:20])=[CH:6][NH:7][C:8]1[CH:13]=[CH:12][C:11]([N+:14]([O-:16])=[O:15])=[CH:10][C:9]=1[O:17][CH3:18])C. Product: [CH3:18][O:17][C:9]1[CH:10]=[C:11]([N+:14]([O-:16])=[O:15])[CH:12]=[C:13]2[C:8]=1[NH:7][CH:6]=[C:5]([C:19]#[N:20])[C:4]2=[O:21]. The catalyst class is: 736. (2) Product: [CH3:4][C:2]([O:5][CH2:6][C@@H:7]([C:37]([OH:39])=[O:38])[NH:8][C:9]([C:11]1[S:12][C:13]([C:29]2[CH:30]=[CH:31][C:32]([O:35][CH3:36])=[CH:33][CH:34]=2)=[CH:14][C:15]=1[NH:16][C:17]([NH:19][C:20]1[C:25]([CH3:26])=[CH:24][C:23]([CH3:27])=[CH:22][C:21]=1[CH3:28])=[O:18])=[O:10])([CH3:1])[CH3:3]. The catalyst class is: 1. Reactant: [CH3:1][C:2]([O:5][CH2:6][C@@H:7]([C:37]([O:39]C)=[O:38])[NH:8][C:9]([C:11]1[S:12][C:13]([C:29]2[CH:34]=[CH:33][C:32]([O:35][CH3:36])=[CH:31][CH:30]=2)=[CH:14][C:15]=1[NH:16][C:17]([NH:19][C:20]1[C:25]([CH3:26])=[CH:24][C:23]([CH3:27])=[CH:22][C:21]=1[CH3:28])=[O:18])=[O:10])([CH3:4])[CH3:3].[OH-].[Li+]. (3) Reactant: [C:1]([C@@H:3]1[CH2:7][N:6]([C:8]([O:10][C:11]([CH3:14])([CH3:13])[CH3:12])=[O:9])[C@H:5]([C:15]([O:17]C)=[O:16])[CH2:4]1)#[N:2].[Li+].[OH-].OS([O-])(=O)=O.[Na+]. Product: [C:11]([O:10][C:8]([N:6]1[CH2:7][C@@H:3]([C:1]#[N:2])[CH2:4][C@H:5]1[C:15]([OH:17])=[O:16])=[O:9])([CH3:14])([CH3:12])[CH3:13]. The catalyst class is: 6. (4) Reactant: [C:1]12([C:11](Cl)=[O:12])[CH2:10][CH:5]3[CH2:6][CH:7]([CH2:9][CH:3]([CH2:4]3)[CH2:2]1)[CH2:8]2.[OH:14][C:15]1[CH:16]=[C:17]2[C:22](=[CH:23][CH:24]=1)[N:21]=[CH:20][CH:19]=[CH:18]2.O. Product: [C:1]12([C:11]([O:14][C:15]3[CH:16]=[C:17]4[C:22](=[CH:23][CH:24]=3)[N:21]=[CH:20][CH:19]=[CH:18]4)=[O:12])[CH2:8][CH:7]3[CH2:6][CH:5]([CH2:4][CH:3]([CH2:9]3)[CH2:2]1)[CH2:10]2. The catalyst class is: 17. (5) Reactant: [NH2:1][C:2]1[CH:14]=[C:13]2[C:5]([C:6]3[C:11]([CH2:15][CH2:16][CH2:17][CH3:18])([CH2:12]2)[CH2:10][CH2:9][C:8](=[O:19])[C:7]=3[CH3:20])=[CH:4][C:3]=1[F:21].[Br:22]N1C(=O)CCC1=O.O.C([O-])([O-])=O.[K+].[K+]. Product: [NH2:1][C:2]1[C:14]([Br:22])=[C:13]2[C:5]([C:6]3[C:11]([CH2:15][CH2:16][CH2:17][CH3:18])([CH2:12]2)[CH2:10][CH2:9][C:8](=[O:19])[C:7]=3[CH3:20])=[CH:4][C:3]=1[F:21]. The catalyst class is: 9. (6) Reactant: CS[C:3](=[N:7][C:8]1[CH:13]=[CH:12][CH:11]=[CH:10][C:9]=1[F:14])[CH:4]([CH3:6])[CH3:5].[C:15]1([C:25]2[CH:30]=[CH:29][CH:28]=[CH:27][CH:26]=2)[CH:20]=[CH:19][C:18]([C:21]([NH:23][NH2:24])=O)=[CH:17][CH:16]=1.C1(C)C=CC(S(O)(=O)=O)=CC=1. Product: [C:15]1([C:25]2[CH:30]=[CH:29][CH:28]=[CH:27][CH:26]=2)[CH:20]=[CH:19][C:18]([C:21]2[N:7]([C:8]3[CH:13]=[CH:12][CH:11]=[CH:10][C:9]=3[F:14])[C:3]([CH:4]([CH3:6])[CH3:5])=[N:24][N:23]=2)=[CH:17][CH:16]=1. The catalyst class is: 9. (7) Reactant: [C:1]([O:9][C:10]1[C:20](=[O:21])[N:14]2[CH2:15][CH2:16][CH2:17][CH2:18][CH2:19][C:13]2=[N:12][C:11]=1[C:22]([O:24][CH3:25])=[O:23])(=[O:8])[C:2]1[CH:7]=[CH:6][CH:5]=[CH:4][CH:3]=1.[Br:26]N1C(=O)CCC1=O. Product: [C:1]([O:9][C:10]1[C:20](=[O:21])[N:14]2[CH2:15][CH2:16][CH2:17][CH2:18][CH:19]([Br:26])[C:13]2=[N:12][C:11]=1[C:22]([O:24][CH3:25])=[O:23])(=[O:8])[C:2]1[CH:3]=[CH:4][CH:5]=[CH:6][CH:7]=1. The catalyst class is: 53.